This data is from Reaction yield outcomes from USPTO patents with 853,638 reactions. The task is: Predict the reaction yield, written as a fraction of the theoretical maximum amount of product (1.0 means a 100% yield; for example, 0.34 means a 34% yield). (1) The reactants are C(OC([N:8]1[C:17]2[C:12](=[CH:13][CH:14]=[C:15]([NH:18][C:19]([C:21]3[C:30](=[O:31])[C:29]4[C:24](=[CH:25][CH:26]=[CH:27][CH:28]=4)[NH:23][CH:22]=3)=[O:20])[CH:16]=2)[CH2:11][CH2:10][CH2:9]1)=O)(C)(C)C.C(O)(C(F)(F)F)=O. The catalyst is C(Cl)Cl. The product is [O:31]=[C:30]1[C:29]2[C:24](=[CH:25][CH:26]=[CH:27][CH:28]=2)[NH:23][CH:22]=[C:21]1[C:19]([NH:18][C:15]1[CH:16]=[C:17]2[C:12]([CH2:11][CH2:10][CH2:9][NH:8]2)=[CH:13][CH:14]=1)=[O:20]. The yield is 0.320. (2) The reactants are CCN=C=NCCCN(C)C.[CH3:12][C:13]1[CH:18]=[CH:17][C:16]([C:19]2[CH:24]=[C:23]([C:25]3[S:26][CH:27]=[CH:28][N:29]=3)[CH:22]=[C:21]([C:30]([OH:32])=O)[CH:20]=2)=[CH:15][CH:14]=1.C1C=CC2N(O)N=NC=2C=1.CN1C(=O)CCC1.[CH3:50][C@H:51]([NH2:59])[CH2:52][N:53]1[CH2:58][CH2:57][O:56][CH2:55][CH2:54]1. The catalyst is C(Cl)Cl. The product is [CH3:50][C@@H:51]([NH:59][C:30]([C:21]1[CH:20]=[C:19]([C:16]2[CH:17]=[CH:18][C:13]([CH3:12])=[CH:14][CH:15]=2)[CH:24]=[C:23]([C:25]2[S:26][CH:27]=[CH:28][N:29]=2)[CH:22]=1)=[O:32])[CH2:52][N:53]1[CH2:58][CH2:57][O:56][CH2:55][CH2:54]1. The yield is 0.810.